This data is from Forward reaction prediction with 1.9M reactions from USPTO patents (1976-2016). The task is: Predict the product of the given reaction. (1) Given the reactants [ClH:1].Cl.[Cl:3][C:4]1[CH:26]=[CH:25][CH:24]=[CH:23][C:5]=1[C:6]([NH:8][C:9]1[CH:14]=[CH:13][CH:12]=[C:11]([NH:15][CH:16]2[CH2:21][CH2:20][N:19]([CH3:22])[CH2:18][CH2:17]2)[CH:10]=1)=[O:7].C=O.[C:29](O)(=O)C.C([BH3-])#N.[Na+], predict the reaction product. The product is: [ClH:3].[ClH:1].[Cl:3][C:4]1[CH:26]=[CH:25][CH:24]=[CH:23][C:5]=1[C:6]([NH:8][C:9]1[CH:14]=[CH:13][CH:12]=[C:11]([N:15]([CH3:29])[CH:16]2[CH2:17][CH2:18][N:19]([CH3:22])[CH2:20][CH2:21]2)[CH:10]=1)=[O:7]. (2) The product is: [O:1]1[C:5]2[CH:6]=[CH:7][CH:8]=[CH:9][C:4]=2[N:3]=[C:2]1[NH:10][C:11]1[CH:16]=[CH:15][C:14]([N:17]2[C:27](=[O:28])[NH:24][C:23]3[C:18]2=[N:19][CH:20]=[N:21][CH:22]=3)=[CH:13][CH:12]=1. Given the reactants [O:1]1[C:5]2[CH:6]=[CH:7][CH:8]=[CH:9][C:4]=2[N:3]=[C:2]1[NH:10][C:11]1[CH:16]=[CH:15][C:14]([NH:17][C:18]2[C:23]([NH2:24])=[CH:22][N:21]=[CH:20][N:19]=2)=[CH:13][CH:12]=1.C1C(=O)N(OC(ON2C(=O)CCC2=O)=O)[C:27](=[O:28])C1, predict the reaction product.